From a dataset of Human Reference Interactome with 51,813 positive PPI pairs across 8,248 proteins, plus equal number of experimentally-validated negative pairs. Binary Classification. Given two protein amino acid sequences, predict whether they physically interact or not. (1) Result: 1 (the proteins interact). Protein 2 (ENSG00000186193) has sequence MAGAAMAERGRVPPPAPAPSTEGLPRAFLQSLRTLFDILDDRRRGCVHLREIESRWQGTDARELPRGVLEGLRQVAPASGYLTFERFVAGLRTSLLSADGGPRDPTRAPARPGDQPPPPPQRLVFAPADEPRTVLERKPLPLGVRAPLAGPSAAARSPEQLCAPAEAAPCPAEPERSQSAALEPSSSADAGAVACRALEADSGDARRAPRARGERRRHTIASGVDCGLLKQMKELEQEKEVLLQGLEMMARGRDWYQQQLQRVQERQRRLGQSRASADFGAAGSPRPLGRLLPKVQEVAR.... Protein 1 (ENSG00000128272) has sequence MTEMSFLSSEVLVGDLMSPFDQSGLGAEESLGLLDDYLEVAKHFKPHGFSSDKAKAGSSEWLAVDGLVSPSNNSKEDAFSGTDWMLEKMDLKEFDLDALLGIDDLETMPDDLLTTLDDTCDLFAPLVQETNKQPPQTVNPIGHLPESLTKPDQVAPFTFLQPLPLSPGVLSSTPDHSFSLELGSEVDITEGDRKPDYTAYVAMIPQCIKEEDTPSDNDSGICMSPESYLGSPQHSPSTRGSPNRSLPSPGVLCGSARPKPYDPPGEKMVAAKVKGEKLDKKLKKMEQNKTAATRYRQKKR.... (2) Protein 1 (ENSG00000169249) has sequence MAAPEKMTFPEKPSHKKYRAALKKEKRKKRRQELARLRDSGLSQKEEEEDTFIEEQQLEEEKLLERERQRLHEEWLLREQKAQEEFRIKKEKEEAAKKRQEEQERKLKEQWEEQQRKEREEEEQKRQEKKEKEEALQKMLDQAENELENGTTWQNPEPPVDFRVMEKDRANCPFYSKTGACRFGDRCSRKHNFPTSSPTLLIKSMFTTFGMEQCRRDDYDPDASLEYSEEETYQQFLDFYEDVLPEFKNVGKVIQFKVSCNLEPHLRGNVYVQYQSEEECQAALSLFNGRWYAGRQLQCE.... Protein 2 (ENSG00000185361) has sequence MDTFSTKSLALQAQKKLLSKMASKAVVAVLVDDTSSEVLDELYRATREFTRSRKEAQKMLKNLVKVALKLGLLLRGDQLGGEELALLRRFRHRARCLAMTAVSFHQVDFTFDRRVLAAGLLECRDLLHQAVGPHLTAKSHGRINHVFGHLADCDFLAALYGPAEPYRSHLRRICEGLGRMLDEGSL*. Result: 1 (the proteins interact). (3) Protein 1 (ENSG00000118655) has sequence MNGVLIPHTPIAVDFWSLRRAGTARLFFLSHMHSDHTVGLSSTWARPLYCSPITAHLLHRHLQVIFDTHHPC*MNGVLIPHTPIAVDFWSLRRAGTARLFFLSHMHSDHTVGLSSTWARPLYCSPITAHLLHRHLQVSKQWIQALEVGESHVLPLDEIGQETMTVTLLDANHCPGSVMFLFEGYFGTILYTGDFRYTPSMLKEPALTLGKQIHTLYLDNTNCNPALVLPSRQEAAHQIVQLIRKHPQHNIKIGLYSLGKESLLEQLALEFQTWVVLSPRRLELVQLLGLADVFTVEEKAG.... Protein 2 (ENSG00000144681) has sequence MIPPSSPREDGVDGLPKEAVGAEQPPSPASTSSQESKLQKLKRSLSFKTKSLRSKSADNFFQRTNSEDMKLQAHMVAEISPSSSPLPAPGSLTSTPARAGLHPGGKAHAFQEYIFKKPTFCDVCNHMIVGTNAKHGLRCKACKMSIHHKCTDGLAPQRCMGKLPKGFRRYYSSPLLIHEQFGCIKEVMPIACGNKVDPVYETLRFGTSLAQRTKKGSSGSGSDSPHRTSTSDLVEVPEEANGPGGGYDLRKRSNSVFTYPENGTDDFRDPAKNINHQGSLSKDPLQMNTYVALYKFVPQE.... Result: 0 (the proteins do not interact). (4) Protein 2 (ENSG00000100722) has sequence MEIGTEISRKIRSAIKGKLQELGAYVDEELPDYIMVMVANKKSQDQMTEDLSLFLGNNTIRFTVWLHGVLDKLRSVTTEPSSLKSSDTNIFDSNVPSNKSNFSRGDERRHEAAVPPLAIPSARPEKRDSRVSTSSQESKTTNVRQTYDDGAATRLMSTVKPLREPAPSEDVIDIKPEPDDLIDEDLNFVQENPLSQKKPTVTLTYGSSRPSIEIYRPPASRNADSGVHLNRLQFQQQQNSIHAAKQLDMQSSWVYETGRLCEPEVLNSLEETYSPFFRNNSEKMSMEDENFRKRKLPVVS.... Protein 1 (ENSG00000163072) has sequence MRDPLTDCPYNKVYKNLKEFSQNGENFCKQVTSVLQQRANLEISYAKGLQKLASKLSKALQNTRKSCVSSAWAWASEGMKSTADLHQKLGKAIELEAIKPTYQVLNVQEKKRKSLDNEVEKTANLVISNWNQQIKAKKKLMVSTKKHEALFQLVESSKQSMTEKEKRKLLNKLTKSTEKLEKEDENYYQKNMAGYSTRLKWENTLENCYQSILELEKERIQLLCNNLNQYSQHISLFGQTLTTCHTQIHCAISKIDIEKDIQAVMEETAILSTENKSEFLLTDYFEEDPNSAMDKERRKS.... Result: 0 (the proteins do not interact). (5) Protein 1 (ENSG00000109519) has sequence MAAQCVRLARRSLPALALSLRPSPRLLCTATKQKNSGQNLEEDMGQSEQKADPPATEKTLLEEKVKLEEQLKETVEKYKRALADTENLRQRSQKLVEEAKLYGIQAFCKDLLEVADVLEKATQCVPKEEIKDDNPHLKNLYEGLVMTEVQIQKVFTKHGLLKLNPVGAKFDPYEHEALFHTPVEGKEPGTVALVSKVGYKLHGRTLRPALVGVVKEA*. Protein 2 (ENSG00000149100) has sequence MNSVVSLLLILEPDKQEALIESLCEKLVKFREGERPSLRLQLLSNLFHGMDKNTPVRYTVYCSLIKVAASCGAIQYIPTELDQVRKWISDWNLTTEKKHTLLRLLYEALVDCKKSDAASKVMVELLGSYTEDNASQARVDAHRCIVRALKDPNAFLFDHLLTLKPVKFLEGELIHDLLTIFVSAKLASYVKMSVPAFIDISEEDQAAELRAYLKSKGAEISEENSEGGLHVDLAQIIEACDVCLKEDDKDVESVMNSVVSLLLILEPDKQEALIESLCEKLVKFREGERPSLRLQLLSNL.... Result: 0 (the proteins do not interact). (6) Protein 1 (ENSG00000131737) has sequence MLYAKPPPTINGIKGLQRKERLKPAHIHLQQLTCFSITCSSTMSYSCCLPSLGCRTSCSSRPCVPPSCHGYTLPGACNIPANVSNCNWFCEGSFNGSEKETMQFLNDRLASYLEKVRQLERDNAELEKLIQERSQQQEPLLCPSYQSYFKTIEELQQKILCAKAENARLVVNIDNAKLASDDFRSKYQTEQSLRLLVESDINSIRRILDELTLCKSDLESQVESLREELICLKKNHEEEVNTLRSQLGDRLNVEVDTAPTVDLNQVLNETRSQYEALVEINRREVEQWFATQTEELNKQV.... Protein 2 (ENSG00000230522) has sequence MGEPAFTSFPSLPVLGKLKRNMMPWALQKKREIHMAKAHRRRAARSALPMRLTSCIFRRPVTRIRSHPDNQVRRRKGDEHLEKPQQLCAYRRLQALQPCSSQGEGSSPLHLESVLSILAPGTAGESLDRAGAERVRSPLEPTPGRFPAVAGGPTPGMGCQLPPPLSGQLVTPADIRRQARRVKKARERLAKALQADRLARRAEMLTGG*. Result: 1 (the proteins interact). (7) Protein 1 (ENSG00000148730) has sequence MSSSAGSGHQPSQSRAIPTRTVAISDAAQLPHDYCTTPGGTLFSTTPGGTRIIYDRKFLLDRRNSPMAQTPPCHLPNIPGVTSPGTLIEDSKVEVNNLNNLNNHDRKHAVGDDAQFEMDI*. Result: 0 (the proteins do not interact). Protein 2 (ENSG00000147224) has sequence XLLSAGATRVYAILTHGIFSGPAISRINNACFEAVVVTNTIPQEDKMKHCSKIQPWENHLFKSLNCYTSESLEDGA*MPNIKIFSGSSHQDLSQKIADRLGLELGKVVTKKFSNQETCVEIGESVRGEDVYIVQSGCGEINDNLMELLIMINACKIASASRVTAVIPCFPYARQDKKDKSRAPISAKLVANMLSVAGADHIITMDLHASQIQVSVEAKYWCLKGGRKGLMMLKTAEKPKIMPKYI*MPNIKIFSGSSHQDLSQKIADRLGLELGKVVTKKFSNQETCVEIGESVRGEDVY....